Dataset: NCI-60 drug combinations with 297,098 pairs across 59 cell lines. Task: Regression. Given two drug SMILES strings and cell line genomic features, predict the synergy score measuring deviation from expected non-interaction effect. (1) Drug 1: C1CCC(C1)C(CC#N)N2C=C(C=N2)C3=C4C=CNC4=NC=N3. Drug 2: CC1=C2C(C(=O)C3(C(CC4C(C3C(C(C2(C)C)(CC1OC(=O)C(C(C5=CC=CC=C5)NC(=O)OC(C)(C)C)O)O)OC(=O)C6=CC=CC=C6)(CO4)OC(=O)C)O)C)O. Cell line: 786-0. Synergy scores: CSS=46.7, Synergy_ZIP=3.58, Synergy_Bliss=7.57, Synergy_Loewe=-29.2, Synergy_HSA=8.82. (2) Drug 1: C1CN1C2=NC(=NC(=N2)N3CC3)N4CC4. Drug 2: CC1=CC2C(CCC3(C2CCC3(C(=O)C)OC(=O)C)C)C4(C1=CC(=O)CC4)C. Cell line: SNB-75. Synergy scores: CSS=27.9, Synergy_ZIP=-6.24, Synergy_Bliss=0.386, Synergy_Loewe=-3.46, Synergy_HSA=-1.93. (3) Drug 1: CCC1=C2CN3C(=CC4=C(C3=O)COC(=O)C4(CC)O)C2=NC5=C1C=C(C=C5)O. Drug 2: C1=NNC2=C1C(=O)NC=N2. Cell line: HOP-92. Synergy scores: CSS=16.0, Synergy_ZIP=-3.47, Synergy_Bliss=5.18, Synergy_Loewe=-12.8, Synergy_HSA=1.75. (4) Drug 1: C1=CC(=CC=C1CC(C(=O)O)N)N(CCCl)CCCl.Cl. Drug 2: C(CCl)NC(=O)N(CCCl)N=O. Cell line: HOP-92. Synergy scores: CSS=10.6, Synergy_ZIP=-6.14, Synergy_Bliss=-2.41, Synergy_Loewe=-4.98, Synergy_HSA=-1.43. (5) Drug 1: CC1=C(C=C(C=C1)NC2=NC=CC(=N2)N(C)C3=CC4=NN(C(=C4C=C3)C)C)S(=O)(=O)N.Cl. Drug 2: CC(C)(C#N)C1=CC(=CC(=C1)CN2C=NC=N2)C(C)(C)C#N. Cell line: UACC62. Synergy scores: CSS=0.855, Synergy_ZIP=-0.501, Synergy_Bliss=-0.285, Synergy_Loewe=-0.200, Synergy_HSA=-0.0610. (6) Drug 1: CC1C(C(CC(O1)OC2CC(OC(C2O)C)OC3=CC4=CC5=C(C(=O)C(C(C5)C(C(=O)C(C(C)O)O)OC)OC6CC(C(C(O6)C)O)OC7CC(C(C(O7)C)O)OC8CC(C(C(O8)C)O)(C)O)C(=C4C(=C3C)O)O)O)O. Cell line: EKVX. Synergy scores: CSS=54.1, Synergy_ZIP=-1.88, Synergy_Bliss=-2.54, Synergy_Loewe=-3.77, Synergy_HSA=-0.197. Drug 2: CC12CCC3C(C1CCC2O)C(CC4=C3C=CC(=C4)O)CCCCCCCCCS(=O)CCCC(C(F)(F)F)(F)F. (7) Drug 1: CC1=C2C(C(=O)C3(C(CC4C(C3C(C(C2(C)C)(CC1OC(=O)C(C(C5=CC=CC=C5)NC(=O)OC(C)(C)C)O)O)OC(=O)C6=CC=CC=C6)(CO4)OC(=O)C)O)C)O. Drug 2: CN(CCCl)CCCl.Cl. Cell line: UACC62. Synergy scores: CSS=36.0, Synergy_ZIP=-5.76, Synergy_Bliss=-1.54, Synergy_Loewe=-0.215, Synergy_HSA=2.68.